This data is from Full USPTO retrosynthesis dataset with 1.9M reactions from patents (1976-2016). The task is: Predict the reactants needed to synthesize the given product. Given the product [CH3:18][C@H:19]1[NH:20][CH2:21][CH2:22][N:23]([C:2]2[CH:7]=[CH:6][C:5]([S:8]([NH:11][C:12]3[CH:17]=[CH:16][N:15]=[CH:14][N:13]=3)(=[O:10])=[O:9])=[CH:4][CH:3]=2)[CH2:24]1, predict the reactants needed to synthesize it. The reactants are: Br[C:2]1[CH:7]=[CH:6][C:5]([S:8]([NH:11][C:12]2[CH:17]=[CH:16][N:15]=[CH:14][N:13]=2)(=[O:10])=[O:9])=[CH:4][CH:3]=1.[CH3:18][C@@H:19]1[CH2:24][NH:23][CH2:22][CH2:21][NH:20]1.O(C(C)(C)C)[Na].